Dataset: Full USPTO retrosynthesis dataset with 1.9M reactions from patents (1976-2016). Task: Predict the reactants needed to synthesize the given product. (1) Given the product [CH3:9][N:8]([CH3:10])[CH2:7][CH2:6][O:5][C:4]1[CH:3]=[C:2]([N:23]2[CH:27]=[N:26][CH:25]=[N:24]2)[CH:13]=[C:12]([N+:14]([O-:16])=[O:15])[CH:11]=1, predict the reactants needed to synthesize it. The reactants are: Br[C:2]1[CH:3]=[C:4]([CH:11]=[C:12]([N+:14]([O-:16])=[O:15])[CH:13]=1)[O:5][CH2:6][CH2:7][N:8]([CH3:10])[CH3:9].C(=O)([O-])[O-].[K+].[K+].[NH:23]1[CH:27]=[N:26][CH:25]=[N:24]1. (2) Given the product [ClH:1].[F:7][CH2:8][CH:9]1[CH2:10][N:11]([CH2:13][CH2:14][O:15][C:16]2[CH:21]=[CH:20][C:19]([C@H:22]3[C:31]([C:32]4[CH:37]=[CH:36][CH:35]=[C:34]([OH:38])[CH:33]=4)=[C:30]([CH3:39])[C:29]4[C:24](=[CH:25][CH:26]=[C:27]([OH:40])[CH:28]=4)[O:23]3)=[CH:18][CH:17]=2)[CH2:12]1, predict the reactants needed to synthesize it. The reactants are: [ClH:1].C(OCC)C.[F:7][CH2:8][CH:9]1[CH2:12][N:11]([CH2:13][CH2:14][O:15][C:16]2[CH:21]=[CH:20][C:19]([C@H:22]3[C:31]([C:32]4[CH:37]=[CH:36][CH:35]=[C:34]([OH:38])[CH:33]=4)=[C:30]([CH3:39])[C:29]4[C:24](=[CH:25][CH:26]=[C:27]([OH:40])[CH:28]=4)[O:23]3)=[CH:18][CH:17]=2)[CH2:10]1. (3) Given the product [F:1][C@@H:2]1[CH2:6][N:5]([C:7]([C:9]2[C:10]([C:16]3[CH:17]=[CH:18][C:19]([O:22][CH2:23][CH:24]4[CH2:25][CH2:26][N:27]([CH2:30][C:31]([F:34])([CH3:33])[CH3:32])[CH2:28][CH2:29]4)=[CH:20][CH:21]=3)=[CH:11][CH:12]=[CH:13][C:14]=2[F:15])=[O:8])[C@H:4]([C:35]([OH:37])=[O:36])[CH2:3]1, predict the reactants needed to synthesize it. The reactants are: [F:1][C@@H:2]1[CH2:6][N:5]([C:7]([C:9]2[C:10]([C:16]3[CH:21]=[CH:20][C:19]([O:22][CH2:23][CH:24]4[CH2:29][CH2:28][N:27]([CH2:30][C:31]([F:34])([CH3:33])[CH3:32])[CH2:26][CH2:25]4)=[CH:18][CH:17]=3)=[CH:11][CH:12]=[CH:13][C:14]=2[F:15])=[O:8])[C@H:4]([C:35]([O:37]C)=[O:36])[CH2:3]1.O[Li].O. (4) Given the product [F:1][C:2]1[CH:3]=[CH:4][C:5]([CH:8]([N:12]2[CH2:17][CH2:16][CH2:15][CH2:14][CH2:13]2)[C:9]([N:19]([CH3:18])[C@H:20]2[CH2:39][N:24]3[C:25]4[C:30]([C:31]([CH2:32][C:33]([OH:35])=[O:34])=[C:23]3[CH2:22][CH2:21]2)=[CH:29][CH:28]=[CH:27][CH:26]=4)=[O:11])=[CH:6][CH:7]=1, predict the reactants needed to synthesize it. The reactants are: [F:1][C:2]1[CH:7]=[CH:6][C:5]([CH:8]([N:12]2[CH2:17][CH2:16][CH2:15][CH2:14][CH2:13]2)[C:9]([OH:11])=O)=[CH:4][CH:3]=1.[CH3:18][NH:19][C@H:20]1[CH2:39][N:24]2[C:25]3[C:30]([C:31]([CH2:32][C:33]([O:35]CCC)=[O:34])=[C:23]2[CH2:22][CH2:21]1)=[CH:29][CH:28]=[CH:27][CH:26]=3. (5) Given the product [CH3:13][C:12]1[O:9][C:8]([C:7]([C:14]2[CH:19]=[CH:18][CH:17]=[CH:16][CH:15]=2)=[O:6])=[N:10][CH:11]=1, predict the reactants needed to synthesize it. The reactants are: CS(O)(=O)=O.[O:6]=[C:7]([C:14]1[CH:19]=[CH:18][CH:17]=[CH:16][CH:15]=1)[C:8]([NH:10][CH2:11][C:12]#[CH:13])=[O:9]. (6) Given the product [CH2:1]([S:8][CH:9]1[C:13](=[O:14])[CH2:12][N:11]([C:15](=[O:32])[C@H:16]([CH2:28][CH:29]([CH3:30])[CH3:31])[NH:17][C:18]([O:20][CH2:21][C:22]2[CH:23]=[CH:24][CH:25]=[CH:26][CH:27]=2)=[O:19])[CH2:10]1)[C:2]1[CH:7]=[CH:6][CH:5]=[CH:4][CH:3]=1, predict the reactants needed to synthesize it. The reactants are: [CH2:1]([S:8][CH:9]1[CH:13]([OH:14])[CH2:12][N:11]([C:15](=[O:32])[C@H:16]([CH2:28][CH:29]([CH3:31])[CH3:30])[NH:17][C:18]([O:20][CH2:21][C:22]2[CH:27]=[CH:26][CH:25]=[CH:24][CH:23]=2)=[O:19])[CH2:10]1)[C:2]1[CH:7]=[CH:6][CH:5]=[CH:4][CH:3]=1.CC(OI1(OC(C)=O)(OC(C)=O)OC(=O)C2C=CC=CC1=2)=O.CCCCCC.C(OCC)(=O)C. (7) The reactants are: [Cl:1][C:2]1[CH:7]=[CH:6][C:5]([S:8]([CH:11]([C:19]2[CH:24]=[C:23]([F:25])[CH:22]=[CH:21][C:20]=2[F:26])[C:12]2[N:17]=[C:16]([NH2:18])[CH:15]=[CH:14][CH:13]=2)(=[O:10])=[O:9])=[CH:4][CH:3]=1.CN1CCOCC1.ON1C2C=CC=CC=2N=N1.Cl.C(N=C=NCCCN(C)C)C.Cl.[N:57]1[CH:62]=[CH:61][CH:60]=[CH:59][C:58]=1[CH2:63][C:64](O)=[O:65]. Given the product [Cl:1][C:2]1[CH:7]=[CH:6][C:5]([S:8]([CH:11]([C:19]2[CH:24]=[C:23]([F:25])[CH:22]=[CH:21][C:20]=2[F:26])[C:12]2[N:17]=[C:16]([NH:18][C:64](=[O:65])[CH2:63][C:58]3[CH:59]=[CH:60][CH:61]=[CH:62][N:57]=3)[CH:15]=[CH:14][CH:13]=2)(=[O:10])=[O:9])=[CH:4][CH:3]=1, predict the reactants needed to synthesize it. (8) Given the product [NH:14]1[C:15]2[CH:29]=[CH:28][CH:27]=[CH:26][C:16]=2[N:17]=[C:13]1[CH2:12][N:11]([CH2:30][C:31]1[CH:32]=[CH:33][C:34]([CH2:35][NH:36][S:37]([C:40]2[CH:45]=[CH:44][CH:43]=[CH:42][N:41]=2)(=[O:38])=[O:39])=[CH:46][CH:47]=1)[CH:9]1[C:10]2[N:1]=[CH:2][CH:3]=[CH:4][C:5]=2[CH2:6][CH2:7][CH2:8]1, predict the reactants needed to synthesize it. The reactants are: [N:1]1[C:10]2[CH:9]([N:11]([CH2:30][C:31]3[CH:47]=[CH:46][C:34]([CH2:35][NH:36][S:37]([C:40]4[CH:45]=[CH:44][CH:43]=[CH:42][N:41]=4)(=[O:39])=[O:38])=[CH:33][CH:32]=3)[CH2:12][C:13]3[N:17](COCC[Si](C)(C)C)[C:16]4[CH:26]=[CH:27][CH:28]=[CH:29][C:15]=4[N:14]=3)[CH2:8][CH2:7][CH2:6][C:5]=2[CH:4]=[CH:3][CH:2]=1.Cl.